Binary Classification. Given a T-cell receptor sequence (or CDR3 region) and an epitope sequence, predict whether binding occurs between them. From a dataset of TCR-epitope binding with 47,182 pairs between 192 epitopes and 23,139 TCRs. (1) The epitope is FLNGSCGSV. The TCR CDR3 sequence is CASSNTLASTGELFF. Result: 0 (the TCR does not bind to the epitope). (2) The epitope is GILGFVFTL. The TCR CDR3 sequence is CASGMTGLTSEQYF. Result: 1 (the TCR binds to the epitope). (3) The epitope is LLSAGIFGA. The TCR CDR3 sequence is CASSRDRPNEKLFF. Result: 0 (the TCR does not bind to the epitope). (4) The epitope is LEPLVDLPI. The TCR CDR3 sequence is CASSLRAGFGNEQFF. Result: 1 (the TCR binds to the epitope). (5) The epitope is LEPLVDLPI. The TCR CDR3 sequence is CASSFPGQSYEQYF. Result: 0 (the TCR does not bind to the epitope).